From a dataset of NCI-60 drug combinations with 297,098 pairs across 59 cell lines. Regression. Given two drug SMILES strings and cell line genomic features, predict the synergy score measuring deviation from expected non-interaction effect. (1) Drug 1: C1=NC(=NC(=O)N1C2C(C(C(O2)CO)O)O)N. Drug 2: C1CN1C2=NC(=NC(=N2)N3CC3)N4CC4. Cell line: SK-MEL-2. Synergy scores: CSS=36.0, Synergy_ZIP=-4.59, Synergy_Bliss=1.20, Synergy_Loewe=0.428, Synergy_HSA=5.23. (2) Drug 1: CC1=C2C(C(=O)C3(C(CC4C(C3C(C(C2(C)C)(CC1OC(=O)C(C(C5=CC=CC=C5)NC(=O)OC(C)(C)C)O)O)OC(=O)C6=CC=CC=C6)(CO4)OC(=O)C)O)C)O. Drug 2: C1CN(P(=O)(OC1)NCCCl)CCCl. Cell line: HCT116. Synergy scores: CSS=8.91, Synergy_ZIP=-2.52, Synergy_Bliss=-2.43, Synergy_Loewe=5.23, Synergy_HSA=-0.253. (3) Drug 1: CN(CC1=CN=C2C(=N1)C(=NC(=N2)N)N)C3=CC=C(C=C3)C(=O)NC(CCC(=O)O)C(=O)O. Drug 2: COC1=NC(=NC2=C1N=CN2C3C(C(C(O3)CO)O)O)N. Cell line: SK-OV-3. Synergy scores: CSS=22.7, Synergy_ZIP=-3.38, Synergy_Bliss=-2.97, Synergy_Loewe=-45.8, Synergy_HSA=-5.08. (4) Drug 1: C1CCN(CC1)CCOC2=CC=C(C=C2)C(=O)C3=C(SC4=C3C=CC(=C4)O)C5=CC=C(C=C5)O. Drug 2: CCN(CC)CCCC(C)NC1=C2C=C(C=CC2=NC3=C1C=CC(=C3)Cl)OC. Cell line: NCI-H322M. Synergy scores: CSS=20.3, Synergy_ZIP=-5.57, Synergy_Bliss=0.156, Synergy_Loewe=-12.8, Synergy_HSA=-0.972. (5) Drug 1: CC1C(C(CC(O1)OC2CC(OC(C2O)C)OC3=CC4=CC5=C(C(=O)C(C(C5)C(C(=O)C(C(C)O)O)OC)OC6CC(C(C(O6)C)O)OC7CC(C(C(O7)C)O)OC8CC(C(C(O8)C)O)(C)O)C(=C4C(=C3C)O)O)O)O. Drug 2: CN(CC1=CN=C2C(=N1)C(=NC(=N2)N)N)C3=CC=C(C=C3)C(=O)NC(CCC(=O)O)C(=O)O. Cell line: SF-295. Synergy scores: CSS=51.0, Synergy_ZIP=0.844, Synergy_Bliss=-0.896, Synergy_Loewe=0.791, Synergy_HSA=2.06.